From a dataset of Forward reaction prediction with 1.9M reactions from USPTO patents (1976-2016). Predict the product of the given reaction. Given the reactants [CH2:1]([C@@H:8]1[CH2:12][O:11][C:10](=[O:13])[N:9]1[C:14](=[O:27])[CH2:15][CH2:16][CH2:17][CH2:18][O:19][CH2:20][C:21]1[CH:26]=[CH:25][CH:24]=[CH:23][CH:22]=1)[C:2]1[CH:7]=[CH:6][CH:5]=[CH:4][CH:3]=1.C[Si](C)(C)N[Si](C)(C)C.[Na].Br[CH2:39][C:40]([O:42][C:43]([CH3:46])([CH3:45])[CH3:44])=[O:41].C(N(CC)CCNCC)C, predict the reaction product. The product is: [CH2:1]([C@@H:8]1[CH2:12][O:11][C:10](=[O:13])[N:9]1[C:14]([CH:15]([CH2:16][CH2:17][CH2:18][O:19][CH2:20][C:21]1[CH:26]=[CH:25][CH:24]=[CH:23][CH:22]=1)[CH2:39][C:40]([O:42][C:43]([CH3:46])([CH3:45])[CH3:44])=[O:41])=[O:27])[C:2]1[CH:3]=[CH:4][CH:5]=[CH:6][CH:7]=1.